This data is from Catalyst prediction with 721,799 reactions and 888 catalyst types from USPTO. The task is: Predict which catalyst facilitates the given reaction. Reactant: [OH:1][C:2]1[CH:11]=[CH:10][C:9]2[O:8][C:7](=[O:12])[CH:6]=[CH:5][C:4]=2[C:3]=1[C:13]([O:15][CH3:16])=[O:14].CCN(C(C)C)C(C)C.[CH3:26][O:27][CH2:28]Cl.O. Product: [CH3:26][O:27][CH2:28][O:1][C:2]1[CH:11]=[CH:10][C:9]2[O:8][C:7](=[O:12])[CH:6]=[CH:5][C:4]=2[C:3]=1[C:13]([O:15][CH3:16])=[O:14]. The catalyst class is: 4.